Dataset: Peptide-MHC class I binding affinity with 185,985 pairs from IEDB/IMGT. Task: Regression. Given a peptide amino acid sequence and an MHC pseudo amino acid sequence, predict their binding affinity value. This is MHC class I binding data. (1) The peptide sequence is CPNCYDSVM. The MHC is HLA-B53:01 with pseudo-sequence HLA-B53:01. The binding affinity (normalized) is 0.596. (2) The peptide sequence is YAFALSRGF. The MHC is Mamu-A01 with pseudo-sequence Mamu-A01. The binding affinity (normalized) is 0.450. (3) The peptide sequence is SEVTTCFFL. The MHC is HLA-B18:01 with pseudo-sequence HLA-B18:01. The binding affinity (normalized) is 0.641. (4) The peptide sequence is LLDCLMFQS. The MHC is HLA-A02:02 with pseudo-sequence HLA-A02:02. The binding affinity (normalized) is 0.440. (5) The peptide sequence is SATVYGDKI. The MHC is HLA-A02:01 with pseudo-sequence HLA-A02:01. The binding affinity (normalized) is 0.125. (6) The peptide sequence is STIVFASS. The MHC is H-2-Db with pseudo-sequence H-2-Db. The binding affinity (normalized) is 0. (7) The peptide sequence is RYEFTAPFI. The MHC is HLA-A03:01 with pseudo-sequence HLA-A03:01. The binding affinity (normalized) is 0.0847. (8) The binding affinity (normalized) is 0.321. The peptide sequence is HIGPGRAFY. The MHC is HLA-A30:01 with pseudo-sequence HLA-A30:01. (9) The peptide sequence is AVINTTCNY. The MHC is HLA-A11:01 with pseudo-sequence HLA-A11:01. The binding affinity (normalized) is 0.632. (10) The peptide sequence is IARIENEMKI. The MHC is HLA-A68:02 with pseudo-sequence HLA-A68:02. The binding affinity (normalized) is 0.